From a dataset of Reaction yield outcomes from USPTO patents with 853,638 reactions. Predict the reaction yield, written as a fraction of the theoretical maximum amount of product (1.0 means a 100% yield; for example, 0.34 means a 34% yield). (1) The reactants are Cl.[NH2:2][C@@H:3]([CH:8]1[CH2:12][CH2:11][CH2:10][CH2:9]1)[C:4]([O:6][CH3:7])=[O:5].Cl[C:14](Cl)([O:16]C(=O)OC(Cl)(Cl)Cl)Cl. The catalyst is C(Cl)Cl.C([O-])(O)=O.[Na+]. The product is [CH:8]1([C@H:3]([N:2]=[C:14]=[O:16])[C:4]([O:6][CH3:7])=[O:5])[CH2:12][CH2:11][CH2:10][CH2:9]1. The yield is 0.970. (2) The reactants are [F:1][C:2]([F:38])([F:37])[C:3]1[CH:4]=[C:5]([C@H:13]2[O:17][C:16](=[O:18])[N:15]([CH2:19][C:20]3[C:21]([N:27]([CH:30]4[CH2:35][CH2:34][CH2:33][CH2:32][CH2:31]4)[CH2:28][CH3:29])=[N:22][CH:23]=[C:24](Br)[CH:25]=3)[C@H:14]2[CH3:36])[CH:6]=[C:7]([C:9]([F:12])([F:11])[F:10])[CH:8]=1.CC1(C)C(C)(C)OB([C:47]2[N:48]([C:52]([O:54][C:55]([CH3:58])([CH3:57])[CH3:56])=[O:53])[CH:49]=[CH:50][CH:51]=2)O1. No catalyst specified. The product is [F:1][C:2]([F:38])([F:37])[C:3]1[CH:4]=[C:5]([C@@H:13]2[O:17][C:16](=[O:18])[N:15]([CH2:19][C:20]3[CH:25]=[C:24]([C:47]4[N:48]([C:52]([O:54][C:55]([CH3:58])([CH3:57])[CH3:56])=[O:53])[CH:49]=[CH:50][CH:51]=4)[CH:23]=[N:22][C:21]=3[N:27]([CH:30]3[CH2:35][CH2:34][CH2:33][CH2:32][CH2:31]3)[CH2:28][CH3:29])[C@H:14]2[CH3:36])[CH:6]=[C:7]([C:9]([F:12])([F:11])[F:10])[CH:8]=1. The yield is 0.470. (3) The reactants are [CH3:1][C:2]1[CH:7]=[CH:6][C:5]([S:8]([O:11][CH2:12][CH:13]2[CH2:17][C:16]3[CH:18]=[CH:19][CH:20]=[C:21](Br)[C:15]=3[O:14]2)(=[O:10])=[O:9])=[CH:4][CH:3]=1.[F:23][C:24]([F:35])([F:34])[C:25]1[CH:30]=[CH:29][C:28](B(O)O)=[CH:27][CH:26]=1.C(=O)([O-])[O-].[K+].[K+]. The catalyst is CC1C=CC=CC=1[P](C1C=CC=CC=1C)([Pd](Cl)(Cl)[P](C1=C(C)C=CC=C1)(C1C=CC=CC=1C)C1C=CC=CC=1C)C1C=CC=CC=1C. The product is [CH3:1][C:2]1[CH:7]=[CH:6][C:5]([S:8]([O:11][CH2:12][CH:13]2[CH2:17][C:16]3[CH:18]=[CH:19][CH:20]=[C:21]([C:28]4[CH:29]=[CH:30][C:25]([C:24]([F:35])([F:34])[F:23])=[CH:26][CH:27]=4)[C:15]=3[O:14]2)(=[O:10])=[O:9])=[CH:4][CH:3]=1. The yield is 0.740. (4) The reactants are [CH3:1][C:2]1[N:6]2[CH2:7][CH2:8][N:9]([C:11]([O:13][CH2:14][C:15]3[CH:20]=[CH:19][CH:18]=[CH:17][CH:16]=3)=[O:12])[CH2:10][C:5]2=[N:4][CH:3]=1.C1C(=O)N([I:28])C(=O)C1.S([O-])([O-])(=O)=S.[Na+].[Na+]. The catalyst is ClCCCl. The product is [CH2:14]([O:13][C:11]([N:9]1[CH2:8][CH2:7][N:6]2[C:2]([CH3:1])=[C:3]([I:28])[N:4]=[C:5]2[CH2:10]1)=[O:12])[C:15]1[CH:20]=[CH:19][CH:18]=[CH:17][CH:16]=1. The yield is 0.890. (5) The reactants are [Cl:1][C:2]1[CH:10]=[CH:9][C:8]([C:11]2[CH:16]=[CH:15][CH:14]=[C:13]([F:17])[CH:12]=2)=[CH:7][C:3]=1[C:4]([OH:6])=O.C(Cl)(=O)C(Cl)=O.[NH2:24][C:25]1[C:26]([F:33])=[C:27]([OH:32])[CH:28]=[CH:29][C:30]=1[F:31].C([O-])(O)=O.[Na+].Cl. The catalyst is C(Cl)Cl.C1COCC1.CN(C=O)C. The product is [Cl:1][C:2]1[CH:10]=[CH:9][C:8]([C:11]2[CH:16]=[CH:15][CH:14]=[C:13]([F:17])[CH:12]=2)=[CH:7][C:3]=1[C:4]([NH:24][C:25]1[C:30]([F:31])=[CH:29][CH:28]=[C:27]([OH:32])[C:26]=1[F:33])=[O:6]. The yield is 0.270. (6) The reactants are [N+:1]([C:4]1[S:8][C:7]([C:9]([O:11][CH3:12])=[O:10])=[C:6]([O:13][C@@H:14]([C:16]2[CH:21]=[CH:20][CH:19]=[CH:18][C:17]=2[C:22]([F:25])([F:24])[F:23])[CH3:15])[CH:5]=1)([O-])=O. The catalyst is C(O)(=O)C.C(Cl)Cl.[Fe].[Fe].C(O)(=O)C. The product is [NH2:1][C:4]1[S:8][C:7]([C:9]([O:11][CH3:12])=[O:10])=[C:6]([O:13][C@@H:14]([C:16]2[CH:21]=[CH:20][CH:19]=[CH:18][C:17]=2[C:22]([F:25])([F:23])[F:24])[CH3:15])[CH:5]=1. The yield is 0.920. (7) The reactants are O.Cl.[NH:3]1[CH2:8][CH2:7][C:6](=[O:9])[CH2:5][CH2:4]1.F[C:11]1[CH:16]=[CH:15][C:14]([N+:17]([O-:19])=[O:18])=[C:13]([O:20][CH3:21])[CH:12]=1.C(=O)([O-])[O-].[K+].[K+]. The catalyst is CN(C=O)C. The product is [CH3:21][O:20][C:13]1[CH:12]=[C:11]([N:3]2[CH2:8][CH2:7][C:6](=[O:9])[CH2:5][CH2:4]2)[CH:16]=[CH:15][C:14]=1[N+:17]([O-:19])=[O:18]. The yield is 0.610. (8) The reactants are [Br:1][C:2]1[CH:3]=[C:4]([N:8]2[C:12]3[CH2:13][CH2:14][C:15](O)([CH3:16])[C:11]=3[C:10]([C:18]([O:20][CH2:21][CH3:22])=[O:19])=[N:9]2)[CH:5]=[CH:6][CH:7]=1.C([SiH](CC)CC)C.B(F)(F)F.CCOCC. The catalyst is ClCCl. The product is [Br:1][C:2]1[CH:3]=[C:4]([N:8]2[C:12]3[CH2:13][CH2:14][CH:15]([CH3:16])[C:11]=3[C:10]([C:18]([O:20][CH2:21][CH3:22])=[O:19])=[N:9]2)[CH:5]=[CH:6][CH:7]=1. The yield is 0.250. (9) The reactants are Br[C:2]1[CH:16]=[C:15]2[C:5]([CH2:6][C:7]([CH3:18])([CH3:17])[C:8]32[CH:12]=[C:11]([F:13])[C:10]([NH2:14])=[N:9]3)=[CH:4][CH:3]=1.[N:19]1[CH:24]=[C:23](B(O)O)[CH:22]=[N:21][CH:20]=1.CC([PH+](C(C)(C)C)CCCS([O-])(=O)=O)(C)C.CC1CCCO1.C(=O)([O-])[O-].[K+].[K+]. The catalyst is [Na+].[Na+].Cl[Pd+2](Cl)(Cl)Cl.CCOC(C)=O.O. The product is [F:13][C:11]1[C:10]([NH2:14])=[N:9][C:8]2([C:15]3[C:5](=[CH:4][CH:3]=[C:2]([C:23]4[CH:24]=[N:19][CH:20]=[N:21][CH:22]=4)[CH:16]=3)[CH2:6][C:7]2([CH3:18])[CH3:17])[CH:12]=1. The yield is 0.694. (10) The yield is 0.190. The reactants are [F:1][C:2]1[C:10]([O:11][C:12]2[CH:17]=[CH:16][N:15]=[C:14]3[CH:18]=[C:19]([C:21]([N:23]4[CH2:27][CH2:26][CH:25]([O:28][CH3:29])[CH2:24]4)=[O:22])[S:20][C:13]=23)=[CH:9][CH:8]=[C:7]2[C:3]=1[CH:4]=[C:5]([CH3:30])[NH:6]2.[OH-].[Na+].Cl[C:34]([O:36][C:37]1[CH:42]=[CH:41][C:40]([N+:43]([O-:45])=[O:44])=[CH:39][CH:38]=1)=[O:35].C(Cl)[Cl:47]. The catalyst is CS(C)=O.[N+](CCCC)(CCCC)(CCCC)CCCC.[Br-]. The product is [N+:43]([C:40]1[CH:39]=[CH:38][C:37]([O:36][C:34]([N:6]2[C:7]3[C:3](=[C:2]([F:1])[C:10]([O:11][C:12]4[CH:17]=[CH:16][N:15]=[C:14]5[CH:18]=[C:19]([C:21]([N:23]6[CH2:27][CH2:26][CH:25]([O:28][CH3:29])[CH2:24]6)=[O:22])[S:20][C:13]=45)=[CH:9][CH:8]=3)[C:4]([Cl:47])=[C:5]2[CH3:30])=[O:35])=[CH:42][CH:41]=1)([O-:45])=[O:44].